Dataset: Full USPTO retrosynthesis dataset with 1.9M reactions from patents (1976-2016). Task: Predict the reactants needed to synthesize the given product. The reactants are: BrC1C=CC(C([O:8][C@@H:9]2[C:13]3[N:14]=[CH:15][N:16]=[C:17]([N:18]4[CH2:23][CH2:22][N:21]([C:24]([O:26][C:27]([CH3:30])([CH3:29])[CH3:28])=[O:25])[CH2:20][CH2:19]4)[C:12]=3[C@H:11]([CH3:31])[CH2:10]2)=O)=CC=1.O.O.[OH-].[Li+]. Given the product [OH:8][C@@H:9]1[C:13]2[N:14]=[CH:15][N:16]=[C:17]([N:18]3[CH2:23][CH2:22][N:21]([C:24]([O:26][C:27]([CH3:30])([CH3:29])[CH3:28])=[O:25])[CH2:20][CH2:19]3)[C:12]=2[C@H:11]([CH3:31])[CH2:10]1, predict the reactants needed to synthesize it.